From a dataset of Peptide-MHC class I binding affinity with 185,985 pairs from IEDB/IMGT. Regression. Given a peptide amino acid sequence and an MHC pseudo amino acid sequence, predict their binding affinity value. This is MHC class I binding data. (1) The peptide sequence is LTDSSTLLV. The MHC is HLA-A03:01 with pseudo-sequence HLA-A03:01. The binding affinity (normalized) is 0.0847. (2) The peptide sequence is RRRPVTRPL. The MHC is HLA-C07:02 with pseudo-sequence HLA-C07:02. The binding affinity (normalized) is 1.00. (3) The MHC is HLA-B18:01 with pseudo-sequence HLA-B18:01. The peptide sequence is FVAAFDHFY. The binding affinity (normalized) is 0.486. (4) The peptide sequence is IAFVVCNL. The MHC is H-2-Kb with pseudo-sequence H-2-Kb. The binding affinity (normalized) is 0.890. (5) The peptide sequence is NLAPHLLLI. The MHC is HLA-A02:02 with pseudo-sequence HLA-A02:02. The binding affinity (normalized) is 1.00.